This data is from Full USPTO retrosynthesis dataset with 1.9M reactions from patents (1976-2016). The task is: Predict the reactants needed to synthesize the given product. (1) Given the product [C:15]1([CH:21]([S:1][C:2]2[CH:3]=[C:4]([CH:6]=[CH:7][CH:8]=2)[NH2:5])[CH3:22])[CH:20]=[CH:19][CH:18]=[CH:17][CH:16]=1, predict the reactants needed to synthesize it. The reactants are: [SH:1][C:2]1[CH:3]=[C:4]([CH:6]=[CH:7][CH:8]=1)[NH2:5].C(=O)([O-])[O-].[K+].[K+].[C:15]1([CH:21](Br)[CH3:22])[CH:20]=[CH:19][CH:18]=[CH:17][CH:16]=1.O. (2) Given the product [Cl:1][C:2]1[CH:7]=[CH:6][C:5]([CH2:8][C@@H:9]([NH:33][C:34]([C@@H:36]2[CH2:45][C:44]3[C:39](=[CH:40][CH:41]=[CH:42][CH:43]=3)[CH2:38][NH:37]2)=[O:35])[C:10]([N:12]2[CH2:13][CH2:14][CH:15]([C:18]3[CH:23]=[CH:22][CH:21]=[CH:20][C:19]=3[N:24]([CH2:29][CH:30]3[CH2:31][CH2:32]3)[S:25]([CH3:28])(=[O:26])=[O:27])[CH2:16][CH2:17]2)=[O:11])=[CH:4][CH:3]=1, predict the reactants needed to synthesize it. The reactants are: [Cl:1][C:2]1[CH:7]=[CH:6][C:5]([CH2:8][C@@H:9]([NH:33][C:34]([C@@H:36]2[CH2:45][C:44]3[C:39](=[CH:40][CH:41]=[CH:42][CH:43]=3)[CH2:38][N:37]2C(OC(C)(C)C)=O)=[O:35])[C:10]([N:12]2[CH2:17][CH2:16][CH:15]([C:18]3[CH:23]=[CH:22][CH:21]=[CH:20][C:19]=3[N:24]([CH2:29][CH:30]3[CH2:32][CH2:31]3)[S:25]([CH3:28])(=[O:27])=[O:26])[CH2:14][CH2:13]2)=[O:11])=[CH:4][CH:3]=1.Cl.